Dataset: Experimentally validated miRNA-target interactions with 360,000+ pairs, plus equal number of negative samples. Task: Binary Classification. Given a miRNA mature sequence and a target amino acid sequence, predict their likelihood of interaction. (1) The miRNA is mmu-miR-294-3p with sequence AAAGUGCUUCCCUUUUGUGUGU. The protein sequence of the target gene is MRGPPAWPLRLLEPPSPAEPGRLLPVACVWAAASRVPGSLSPFTGLRPARLWGAGPALLWGVGAARRWRSGCRGGGPGASRGVLGLARLLGLWARGPGSCRCGAFAGPGAPRLPRARFPGGPAAAAWAGDEAWRRGPAAPPGDKGRLRPAAAGLPEARKLLGLAYPERRRLAAAVGFLTMSSVISMSAPFFLGKIIDVIYTNPTVDYSDNLTRLCLGLSAVFLCGAAANAIRVYLMQTSGQRIVNRLRTSLFSSILRQEVAFFDKTRTGELINRLSSDTALLGRSVTENLSDGLRAGAQA.... Result: 0 (no interaction). (2) The miRNA is mmu-miR-496a-3p with sequence UGAGUAUUACAUGGCCAAUCUC. The protein sequence of the target gene is MGGPRAWALLCLGLLLPGGGAAWSIGAAPFSGRRNWCSYVVTRTISCHVQNGTYLQRVLQNCPWPMSCPGSSYRTVVRPTYKVMYKIVTAREWRCCPGHSGVSCEEASSASLEPMWSGSTMRRMALRPTAFSGCLNCSKVSELTERLKVLEAKMTMLTVIEQPVPPTPATPEDPAPLWGPPPAQGSPGDGGLQDQVGAWGLPGPTGPKGDAGSRGPMGMRGPPGPQGPPGSPGRAGAVGTPGERGPPGPPGPPGPPGPPAPVGPPHARISQHGDPLLSNTFTETNNHWPQGPTGPPGPPG.... Result: 0 (no interaction). (3) The miRNA is hsa-miR-370-3p with sequence GCCUGCUGGGGUGGAACCUGGU. The protein sequence of the target gene is MPSAKQRGSKGGHGAASPSEKGAHPSGGADDVAKKPPPAPQQPPPPPAPHPQQHPQQHPQNQAHGKGGHRGGGGGGGKSSSSSSASAAAAAAAASSSASCSRRLGRALNFLFYLALVAAAAFSGWCVHHVLEEVQQVRRSHQDFSRQREELGQGLQGVEQKVQSLQATFGTFESILRSSQHKQDLTEKAVKQGESEVSRISEVLQKLQNEILKDLSDGIHVVKDARERDFTSLENTVEERLTELTKSINDNIAIFTEVQKRSQKEINDMKAKVASLEESEGNKQDLKALKEAVKEIQTSA.... Result: 1 (interaction).